Dataset: Full USPTO retrosynthesis dataset with 1.9M reactions from patents (1976-2016). Task: Predict the reactants needed to synthesize the given product. (1) Given the product [N:23]1([CH:29]2[CH2:34][CH2:33][N:32]([C:7]3[C:8]([C:18](=[O:20])[CH3:19])=[CH:9][C:10]([Cl:17])=[C:11]4[C:16]=3[N:15]=[CH:14][CH:13]=[CH:12]4)[CH2:31][CH2:30]2)[CH2:28][CH2:27][CH2:26][CH2:25][CH2:24]1, predict the reactants needed to synthesize it. The reactants are: FC(F)(F)S(O[C:7]1[C:8]([C:18](=[O:20])[CH3:19])=[CH:9][C:10]([Cl:17])=[C:11]2[C:16]=1[N:15]=[CH:14][CH:13]=[CH:12]2)(=O)=O.[N:23]1([CH:29]2[CH2:34][CH2:33][NH:32][CH2:31][CH2:30]2)[CH2:28][CH2:27][CH2:26][CH2:25][CH2:24]1.C1C=CC(P(C2C=CC3C(=CC=CC=3)C=2C2C3C(=CC=CC=3)C=CC=2P(C2C=CC=CC=2)C2C=CC=CC=2)C2C=CC=CC=2)=CC=1.C(=O)([O-])[O-].[Cs+].[Cs+]. (2) The reactants are: [F:1][C:2]1[CH:7]=[CH:6][C:5]([F:8])=[CH:4][C:3]=1/[CH:9]=[CH:10]/[C:11](O)=[O:12].C(N(CC)C(C)C)(C)C.ClC(OCC(C)C)=O.[BH4-].[Li+].Cl. Given the product [F:1][C:2]1[CH:7]=[CH:6][C:5]([F:8])=[CH:4][C:3]=1/[CH:9]=[CH:10]/[CH2:11][OH:12], predict the reactants needed to synthesize it.